Dataset: Catalyst prediction with 721,799 reactions and 888 catalyst types from USPTO. Task: Predict which catalyst facilitates the given reaction. (1) Reactant: [C:1]([C:3]1[CH:4]=[C:5]([CH2:9][O:10][C:11]2[N:15]([C:16]3[CH:21]=[C:20]([C:22]([O:24]C)=[O:23])[CH:19]=[CH:18][N:17]=3)[N:14]=[CH:13][CH:12]=2)[CH:6]=[CH:7][CH:8]=1)#[N:2].O[Li].O. Product: [C:1]([C:3]1[CH:4]=[C:5]([CH2:9][O:10][C:11]2[N:15]([C:16]3[CH:21]=[C:20]([C:22]([OH:24])=[O:23])[CH:19]=[CH:18][N:17]=3)[N:14]=[CH:13][CH:12]=2)[CH:6]=[CH:7][CH:8]=1)#[N:2]. The catalyst class is: 90. (2) Reactant: [H-].[Na+].CN([CH:6]=[O:7])C.CO.[Cl:10][C:11]1[CH:16]=[C:15](F)[CH:14]=[CH:13][C:12]=1[C:18]1[C:31](=[O:32])[N:30]([CH3:33])[C:21]2[N:22]([CH3:29])[C:23]3[C:28]([C:20]=2[CH:19]=1)=[CH:27][CH:26]=[CH:25][CH:24]=3. Product: [Cl:10][C:11]1[CH:16]=[C:15]([O:7][CH3:6])[CH:14]=[CH:13][C:12]=1[C:18]1[C:31](=[O:32])[N:30]([CH3:33])[C:21]2[N:22]([CH3:29])[C:23]3[C:28]([C:20]=2[CH:19]=1)=[CH:27][CH:26]=[CH:25][CH:24]=3. The catalyst class is: 6. (3) Reactant: [NH2:1][S:2]([CH2:5][CH2:6][CH2:7][C:8]([OH:10])=O)(=[O:4])=[O:3].CCN(C(C)C)C(C)C.CC(C)N=C=NC(C)C.C1C=CC2N(O)N=NC=2C=1.[CH:39]1([C:45]2[C:46]3[CH:47]=[CH:48][C:49]([C:70]([O:72][CH3:73])=[O:71])=[CH:50][C:51]=3[N:52]3[C:59]=2[C:58]2[CH:60]=[CH:61][CH:62]=[CH:63][C:57]=2[O:56][CH2:55][C@H:54]([N:64]([CH3:69])[CH2:65][CH2:66][NH:67][CH3:68])[CH2:53]3)[CH2:44][CH2:43][CH2:42][CH2:41][CH2:40]1. Product: [NH2:1][S:2]([CH2:5][CH2:6][CH2:7][C:8]([N:67]([CH3:68])[CH2:66][CH2:65][N:64]([CH3:69])[C@@H:54]1[CH2:53][N:52]2[C:51]3[CH:50]=[C:49]([C:70]([O:72][CH3:73])=[O:71])[CH:48]=[CH:47][C:46]=3[C:45]([CH:39]3[CH2:40][CH2:41][CH2:42][CH2:43][CH2:44]3)=[C:59]2[C:58]2[CH:60]=[CH:61][CH:62]=[CH:63][C:57]=2[O:56][CH2:55]1)=[O:10])(=[O:4])=[O:3]. The catalyst class is: 3.